From a dataset of Full USPTO retrosynthesis dataset with 1.9M reactions from patents (1976-2016). Predict the reactants needed to synthesize the given product. (1) The reactants are: [NH2:1][C:2]1[CH:7]=[CH:6][C:5]([C:8]2[C:16]3[C:15]([NH2:17])=[N:14][CH:13]=[N:12][C:11]=3[N:10]([CH:18]3[CH2:23][CH2:22][O:21][CH2:20][CH2:19]3)[CH:9]=2)=[CH:4][C:3]=1[O:24][CH3:25].N1C=CC=CC=1.[C:32](=O)([O:43][CH2:44][C:45]1[CH:46]=[N:47][CH:48]=[CH:49][CH:50]=1)[O:33]C1C=CC([N+]([O-])=O)=CC=1. Given the product [NH2:17][C:15]1[C:16]2[C:8]([C:5]3[CH:6]=[CH:7][C:2]([NH:1][C:32](=[O:33])[O:43][CH2:44][C:45]4[CH:46]=[N:47][CH:48]=[CH:49][CH:50]=4)=[C:3]([O:24][CH3:25])[CH:4]=3)=[CH:9][N:10]([CH:18]3[CH2:19][CH2:20][O:21][CH2:22][CH2:23]3)[C:11]=2[N:12]=[CH:13][N:14]=1, predict the reactants needed to synthesize it. (2) Given the product [Cl:38][C:23]1[C:24]([NH:26][C:27]2[C:36]([F:37])=[CH:35][CH:34]=[CH:33][C:28]=2[C:29]([NH:31][CH3:32])=[O:30])=[N:25][C:20]([NH:1][C:2]2[CH:18]=[CH:17][C:5]3[CH2:6][CH2:7][N:8]([CH2:11][C:12](=[O:13])[N:14]([CH3:15])[CH3:16])[CH2:9][CH2:10][C:4]=3[CH:3]=2)=[N:21][CH:22]=1, predict the reactants needed to synthesize it. The reactants are: [NH2:1][C:2]1[CH:18]=[CH:17][C:5]2[CH2:6][CH2:7][N:8]([CH2:11][C:12]([N:14]([CH3:16])[CH3:15])=[O:13])[CH2:9][CH2:10][C:4]=2[CH:3]=1.Cl[C:20]1[N:25]=[C:24]([NH:26][C:27]2[C:36]([F:37])=[CH:35][CH:34]=[CH:33][C:28]=2[C:29]([NH:31][CH3:32])=[O:30])[C:23]([Cl:38])=[CH:22][N:21]=1.